This data is from Reaction yield outcomes from USPTO patents with 853,638 reactions. The task is: Predict the reaction yield, written as a fraction of the theoretical maximum amount of product (1.0 means a 100% yield; for example, 0.34 means a 34% yield). (1) The reactants are Cl.[Cl:2][CH2:3][C:4]1[CH:13]=[CH:12][C:11]2[C:6](=[CH:7][CH:8]=[CH:9][CH:10]=2)[N:5]=1.C(=O)([O-])O.[Na+]. The catalyst is CC(=O)OCC.O. The product is [Cl:2][CH2:3][C:4]1[CH:13]=[CH:12][C:11]2[C:6](=[CH:7][CH:8]=[CH:9][CH:10]=2)[N:5]=1. The yield is 0.960. (2) The reactants are [CH3:1]/[C:2](/[CH2:11][CH2:12][CH:13]=[C:14]([CH3:16])[CH3:15])=[CH:3]\[CH2:4][CH2:5][C:6]([CH:8]1[CH2:10][CH2:9]1)=[CH2:7].[C:17]([OH:21])(=[O:20])[CH2:18][CH3:19]. No catalyst specified. The product is [C:17]([O:21][CH2:9][CH2:10][CH:8]=[C:6]([CH3:7])[CH2:5][CH2:4]/[CH:3]=[C:2](\[CH3:1])/[CH2:11][CH2:12][CH:13]=[C:14]([CH3:15])[CH3:16])(=[O:20])[CH2:18][CH3:19]. The yield is 0.880. (3) The reactants are C([N:8]([CH2:24][C@H:25]([OH:46])[CH2:26][O:27][C:28]1[CH:33]=[CH:32][C:31]([O:34]CC2C=CC=CC=2)=[C:30]([S:42]([CH3:45])(=[O:44])=[O:43])[CH:29]=1)[C@H:9]1[CH2:14][CH2:13][C@H:12]([C:15]2[CH:23]=[CH:22][C:18]([C:19]([OH:21])=O)=[CH:17][CH:16]=2)[CH2:11][CH2:10]1)C1C=CC=CC=1.[CH2:47]1[C:55]2[C:50](=[CH:51][CH:52]=[CH:53][CH:54]=2)[CH2:49][NH:48]1. No catalyst specified. The product is [CH2:47]1[C:55]2[C:50](=[CH:51][CH:52]=[CH:53][CH:54]=2)[CH2:49][N:48]1[C:19]([C:18]1[CH:17]=[CH:16][C:15]([C@H:12]2[CH2:11][CH2:10][C@H:9]([NH:8][CH2:24][C@H:25]([OH:46])[CH2:26][O:27][C:28]3[CH:33]=[CH:32][C:31]([OH:34])=[C:30]([S:42]([CH3:45])(=[O:43])=[O:44])[CH:29]=3)[CH2:14][CH2:13]2)=[CH:23][CH:22]=1)=[O:21]. The yield is 0.140. (4) The reactants are [CH3:1][O:2][C:3]([CH3:8])([CH3:7])[CH2:4][CH2:5][OH:6].Cl[C:10]([O:12][CH3:13])=[O:11].N1C=CC=CC=1.O. The catalyst is C1COCC1. The yield is 0.800. The product is [CH3:13][O:12][C:10]([O:6][CH2:5][CH2:4][C:3]([O:2][CH3:1])([CH3:8])[CH3:7])=[O:11]. (5) The reactants are [CH2:1]([N:3]1[CH:7]=[C:6]([S:8]([N:11]2[C:15]([C:16]3[C:17]([F:22])=[N:18][CH:19]=[CH:20][CH:21]=3)=[C:14]([F:23])[C:13]([CH2:24][N:25](C)[C:26](=O)OC(C)(C)C)=[CH:12]2)(=[O:10])=[O:9])[CH:5]=[N:4]1)[CH3:2].C(OCC)(=O)C.[ClH:40]. The catalyst is C(O)C. The product is [ClH:40].[CH2:1]([N:3]1[CH:7]=[C:6]([S:8]([N:11]2[C:15]([C:16]3[C:17]([F:22])=[N:18][CH:19]=[CH:20][CH:21]=3)=[C:14]([F:23])[C:13]([CH2:24][NH:25][CH3:26])=[CH:12]2)(=[O:9])=[O:10])[CH:5]=[N:4]1)[CH3:2]. The yield is 0.780. (6) The reactants are [C:1]([C:3]1[CH:8]=[C:7]([CH2:9][CH2:10][P:11](=[O:18])([O:15][CH2:16][CH3:17])[O:12][CH2:13][CH3:14])[CH:6]=[CH:5][N:4]=1)#[N:2].[Cl:19][C:20]1[CH:21]=[C:22]([SH:29])[C:23](=[CH:27][CH:28]=1)[C:24](O)=[O:25]. The catalyst is N1C=CC=CC=1. The product is [Cl:19][C:20]1[CH:28]=[CH:27][C:23]2[C:24](=[O:25])[N:2]=[C:1]([C:3]3[CH:8]=[C:7]([CH2:9][CH2:10][P:11](=[O:18])([O:12][CH2:13][CH3:14])[O:15][CH2:16][CH3:17])[CH:6]=[CH:5][N:4]=3)[S:29][C:22]=2[CH:21]=1. The yield is 0.150. (7) The product is [NH2:15][CH2:14][CH2:13][CH:8]([C:4]1[CH:5]=[CH:6][CH:7]=[C:2]([Br:1])[CH:3]=1)[C:9]([O:11][CH3:12])=[O:10]. The yield is 0.820. The reactants are [Br:1][C:2]1[CH:3]=[C:4]([CH:8]([CH2:13][CH2:14][N+:15]([O-])=O)[C:9]([O:11][CH3:12])=[O:10])[CH:5]=[CH:6][CH:7]=1.[BH4-].[Na+]. The catalyst is CO. (8) The reactants are C([O:3][C:4]([CH:6]1[CH2:11][CH2:10][N:9]([C:12]2[CH:17]=[CH:16][C:15]([C:18](=[O:28])[NH:19][C:20]3[CH:25]=[CH:24][C:23]([I:26])=[C:22]([CH3:27])[CH:21]=3)=[CH:14][N:13]=2)[CH2:8][CH2:7]1)=[O:5])C. The catalyst is C1COCC1.O. The product is [I:26][C:23]1[CH:24]=[CH:25][C:20]([NH:19][C:18]([C:15]2[CH:16]=[CH:17][C:12]([N:9]3[CH2:10][CH2:11][CH:6]([C:4]([OH:5])=[O:3])[CH2:7][CH2:8]3)=[N:13][CH:14]=2)=[O:28])=[CH:21][C:22]=1[CH3:27]. The yield is 0.380. (9) The reactants are [C:1]1([CH3:11])[CH:6]=[CH:5][C:4]([S:7](Cl)(=[O:9])=[O:8])=[CH:3][CH:2]=1.C(N(C(C)C)CC)(C)C.[F:21][C:22]1[CH:27]=[CH:26][CH:25]=[CH:24][C:23]=1[CH2:28][CH2:29][OH:30].[Cl-].[NH4+]. The catalyst is CN(C)C1C=CN=CC=1.C(Cl)Cl. The product is [F:21][C:22]1[CH:27]=[CH:26][CH:25]=[CH:24][C:23]=1[CH2:28][CH2:29][O:30][S:7]([C:4]1[CH:5]=[CH:6][C:1]([CH3:11])=[CH:2][CH:3]=1)(=[O:9])=[O:8]. The yield is 0.700. (10) The reactants are [Na:1].COC1OCC([CH2:10][O:11][C:12]2[CH:17]=[CH:16][N:15]=[C:14]([CH2:18][S:19]([C:21]3[NH:25][C:24]4[CH:26]=[CH:27][CH:28]=[CH:29][C:23]=4[N:22]=3)=[O:20])[C:13]=2[CH3:30])CO1.[O:31]1[CH2:36][CH2:35][CH2:34][O:33][CH:32]1CO. No catalyst specified. The product is [Na:1].[O:31]1[CH2:36][CH2:35][CH2:34][O:33][CH:32]1[CH2:10][O:11][C:12]1[CH:17]=[CH:16][N:15]=[C:14]([CH2:18][S:19]([C:21]2[NH:22][C:23]3[CH:29]=[CH:28][CH:27]=[CH:26][C:24]=3[N:25]=2)=[O:20])[C:13]=1[CH3:30]. The yield is 0.100.